From a dataset of NCI-60 drug combinations with 297,098 pairs across 59 cell lines. Regression. Given two drug SMILES strings and cell line genomic features, predict the synergy score measuring deviation from expected non-interaction effect. (1) Drug 1: CC1C(C(CC(O1)OC2CC(CC3=C2C(=C4C(=C3O)C(=O)C5=C(C4=O)C(=CC=C5)OC)O)(C(=O)C)O)N)O.Cl. Drug 2: CCN(CC)CCCC(C)NC1=C2C=C(C=CC2=NC3=C1C=CC(=C3)Cl)OC. Cell line: HOP-62. Synergy scores: CSS=38.4, Synergy_ZIP=-11.8, Synergy_Bliss=-5.94, Synergy_Loewe=-5.33, Synergy_HSA=-5.60. (2) Drug 1: C1CCN(CC1)CCOC2=CC=C(C=C2)C(=O)C3=C(SC4=C3C=CC(=C4)O)C5=CC=C(C=C5)O. Drug 2: C1=C(C(=O)NC(=O)N1)N(CCCl)CCCl. Cell line: SK-MEL-2. Synergy scores: CSS=17.3, Synergy_ZIP=-2.49, Synergy_Bliss=3.99, Synergy_Loewe=-0.858, Synergy_HSA=-1.02.